This data is from Forward reaction prediction with 1.9M reactions from USPTO patents (1976-2016). The task is: Predict the product of the given reaction. Given the reactants F[C@@H:2]1[CH2:6][N:5]([C:7](OC(C)(C)C)=O)[C@H:4]([C:14](=[O:24])[NH:15][C@@H:16]2[C@@H:23]3[C@@H:19]([CH2:20][NH:21][CH2:22]3)[CH2:18][CH2:17]2)[CH2:3]1.Cl[C:26]1[N:27]=[N:28][C:29]([C:32]([F:35])([F:34])[F:33])=[CH:30][CH:31]=1.Br[C:37]1C=C(C(F)(F)F)C=CN=1, predict the reaction product. The product is: [CH3:7][NH:5][C@H:4]([C:14]([NH:15][C@@H:16]1[C@@H:23]2[C@@H:19]([CH2:20][N:21]([C:26]3[N:27]=[N:28][C:29]([C:32]([F:35])([F:34])[F:33])=[CH:30][CH:31]=3)[CH2:22]2)[CH2:18][CH2:17]1)=[O:24])[CH2:3][CH:2]([CH3:6])[CH3:37].